This data is from Reaction yield outcomes from USPTO patents with 853,638 reactions. The task is: Predict the reaction yield, written as a fraction of the theoretical maximum amount of product (1.0 means a 100% yield; for example, 0.34 means a 34% yield). (1) The reactants are [Cl:1][C:2]1[CH:7]=[CH:6][CH:5]=[C:4]([F:8])[C:3]=1[C:9]1[C:13]([C:14]([OH:16])=[O:15])=[C:12]([C:17]2[CH:18]=[N:19][N:20]([C:26]3[CH:27]=[N:28][CH:29]=[CH:30][CH:31]=3)[C:21]=2[C:22]([F:25])([F:24])[F:23])[O:11][N:10]=1.S(Cl)(Cl)=O.[CH3:36]O. The catalyst is ClCCl. The product is [Cl:1][C:2]1[CH:7]=[CH:6][CH:5]=[C:4]([F:8])[C:3]=1[C:9]1[C:13]([C:14]([O:16][CH3:36])=[O:15])=[C:12]([C:17]2[CH:18]=[N:19][N:20]([C:26]3[CH:27]=[N:28][CH:29]=[CH:30][CH:31]=3)[C:21]=2[C:22]([F:25])([F:23])[F:24])[O:11][N:10]=1. The yield is 0.0900. (2) The reactants are [NH2:1][C:2]1[N:6]([C:7]([CH2:11]C)([CH2:9]C)[CH3:8])[N:5]=[C:4]([CH3:13])[C:3]=1[C:14]1[CH:15]=[C:16]([F:23])[C:17]([O:21][CH3:22])=[C:18]([OH:20])[CH:19]=1.[Cl:24][C:25]1[CH:26]=[C:27]([CH:30]=[CH:31][C:32]=1[O:33][CH2:34][C:35]1[CH:40]=[CH:39][CH:38]=[CH:37][CH:36]=1)[CH:28]=O.C(=O)C1C=CC=CC=1. The catalyst is C(O)(=O)C. The product is [Cl:24][C:25]1[CH:26]=[C:27]([C:28]2[C:15]3[C:16]([F:23])=[C:17]([O:21][CH3:22])[C:18]([OH:20])=[CH:19][C:14]=3[C:3]3[C:4]([CH3:13])=[N:5][N:6]([C:7]([CH3:9])([CH3:8])[CH3:11])[C:2]=3[N:1]=2)[CH:30]=[CH:31][C:32]=1[O:33][CH2:34][C:35]1[CH:40]=[CH:39][CH:38]=[CH:37][CH:36]=1. The yield is 0.440. (3) The reactants are [OH-].[Na+].BrBr.Br[O-].[O:7]=[S:8]1(=[O:26])[CH2:12][CH2:11][CH2:10][N:9]1[CH2:13][C:14]12[CH2:22][CH:18]3[CH2:19][CH:20]([CH2:21]1)[C:16]([C:23](=[O:25])C)([CH2:17]3)[CH2:15]2.CC(O)=[O:29]. The catalyst is O1CCOCC1.O. The product is [O:26]=[S:8]1(=[O:7])[CH2:12][CH2:11][CH2:10][N:9]1[CH2:13][C:14]12[CH2:22][CH:18]3[CH2:19][CH:20]([CH2:21]1)[C:16]([C:23]([OH:25])=[O:29])([CH2:17]3)[CH2:15]2. The yield is 0.700.